Predict the reaction yield, written as a fraction of the theoretical maximum amount of product (1.0 means a 100% yield; for example, 0.34 means a 34% yield). From a dataset of Reaction yield outcomes from USPTO patents with 853,638 reactions. The reactants are [S:1]1[C:9]2[C:4](=[N:5][CH:6]=[CH:7][CH:8]=2)[N:3]=[C:2]1[O:10][C:11]1[CH:28]=[CH:27][C:14]([CH2:15][N:16]2[CH2:21][CH2:20][CH:19]([C:22]([O:24]CC)=[O:23])[CH2:18][CH2:17]2)=[CH:13][CH:12]=1.[OH-].[K+].O. The catalyst is C(O)(C)C. The product is [S:1]1[C:9]2[C:4](=[N:5][CH:6]=[CH:7][CH:8]=2)[N:3]=[C:2]1[O:10][C:11]1[CH:12]=[CH:13][C:14]([CH2:15][N:16]2[CH2:17][CH2:18][CH:19]([C:22]([OH:24])=[O:23])[CH2:20][CH2:21]2)=[CH:27][CH:28]=1. The yield is 0.430.